This data is from Reaction yield outcomes from USPTO patents with 853,638 reactions. The task is: Predict the reaction yield, written as a fraction of the theoretical maximum amount of product (1.0 means a 100% yield; for example, 0.34 means a 34% yield). The reactants are [CH2:1]([O:8][C:9]([NH:11][C@H](C(O)=O)CC(C)C)=[O:10])[C:2]1[CH:7]=[CH:6][CH:5]=[CH:4][CH:3]=1.C[N:21]1[CH2:26][CH2:25][O:24]CC1.ClC(O[CH2:31][CH:32]([CH3:34])[CH3:33])=O. The catalyst is C1COCC1. The product is [CH2:1]([O:8][C:9]([NH:11][C:25](=[O:24])[C@H:26]([CH2:31][CH:32]([CH3:34])[CH3:33])[NH2:21])=[O:10])[C:2]1[CH:7]=[CH:6][CH:5]=[CH:4][CH:3]=1. The yield is 1.00.